This data is from Peptide-MHC class I binding affinity with 185,985 pairs from IEDB/IMGT. The task is: Regression. Given a peptide amino acid sequence and an MHC pseudo amino acid sequence, predict their binding affinity value. This is MHC class I binding data. (1) The peptide sequence is MLLKGTLFM. The MHC is HLA-A02:03 with pseudo-sequence HLA-A02:03. The binding affinity (normalized) is 0.0847. (2) The peptide sequence is TLYCVHQRI. The MHC is HLA-B44:03 with pseudo-sequence HLA-B44:03. The binding affinity (normalized) is 0.0992. (3) The MHC is HLA-A30:01 with pseudo-sequence HLA-A30:01. The peptide sequence is VSDRPMMRY. The binding affinity (normalized) is 0.447. (4) The MHC is HLA-A01:01 with pseudo-sequence HLA-A01:01. The binding affinity (normalized) is 0.644. The peptide sequence is FTERSDKSY. (5) The peptide sequence is SAHSADGHY. The MHC is HLA-A29:02 with pseudo-sequence HLA-A29:02. The binding affinity (normalized) is 0.723.